From a dataset of Reaction yield outcomes from USPTO patents with 853,638 reactions. Predict the reaction yield, written as a fraction of the theoretical maximum amount of product (1.0 means a 100% yield; for example, 0.34 means a 34% yield). (1) The reactants are [CH3:1][N:2]([CH3:23])[CH:3]([C:5]1[CH:6]=[CH:7][C:8]2[C:17]3[NH:16][CH2:15][CH2:14][CH2:13][C:12]=3[C:11](=[O:18])[N:10](COC)[C:9]=2[CH:22]=1)[CH3:4].[ClH:24]. The catalyst is C(O)C. The product is [ClH:24].[ClH:24].[CH3:23][N:2]([CH3:1])[CH:3]([C:5]1[CH:6]=[CH:7][C:8]2[C:17]3[NH:16][CH2:15][CH2:14][CH2:13][C:12]=3[C:11](=[O:18])[NH:10][C:9]=2[CH:22]=1)[CH3:4]. The yield is 0.860. (2) The reactants are [C:1]1([CH2:7][C@H:8]2[N:14]([S:15]([C:18]3[S:19][CH:20]=[CH:21][CH:22]=3)(=[O:17])=[O:16])[CH2:13][C:12]3[CH:23]=[C:24]([C:27]#[N:28])[CH:25]=[CH:26][C:11]=3[NH:10][CH2:9]2)[CH:6]=[CH:5][CH:4]=[CH:3][CH:2]=1.[NH:29]1[CH:33]=[C:32]([CH:34]=O)[N:31]=[CH:30]1.ClC(Cl)(Cl)C(O)=O.ClC(Cl)(Cl)C(OC(=O)C(Cl)(Cl)Cl)=O.C([SiH](CC)CC)C.[OH-].[Na+]. The catalyst is C(Cl)Cl. The product is [NH:29]1[CH:33]=[C:32]([CH2:34][N:10]2[C:11]3[CH:26]=[CH:25][C:24]([C:27]#[N:28])=[CH:23][C:12]=3[CH2:13][N:14]([S:15]([C:18]3[S:19][CH:20]=[CH:21][CH:22]=3)(=[O:17])=[O:16])[C@H:8]([CH2:7][C:1]3[CH:6]=[CH:5][CH:4]=[CH:3][CH:2]=3)[CH2:9]2)[N:31]=[CH:30]1. The yield is 0.850. (3) The reactants are [CH2:1]([O:3][C:4]([C:6]1[S:7][C:8]([S:20][CH3:21])=[C:9]([C:18]#[N:19])[C:10]=1[C:11]1[CH:16]=[CH:15][C:14](I)=[CH:13][CH:12]=1)=[O:5])[CH3:2].[NH:22]1[CH2:27][CH2:26][O:25][CH2:24][CH2:23]1.C(=O)([O-])[O-].C1C=CC(P(C2C=CC3C(=CC=CC=3)C=2C2C3C(=CC=CC=3)C=CC=2P(C2C=CC=CC=2)C2C=CC=CC=2)C2C=CC=CC=2)=CC=1. The catalyst is C1(C)C=CC=CC=1.C1C=CC(/C=C/C(/C=C/C2C=CC=CC=2)=O)=CC=1.C1C=CC(/C=C/C(/C=C/C2C=CC=CC=2)=O)=CC=1.C1C=CC(/C=C/C(/C=C/C2C=CC=CC=2)=O)=CC=1.[Pd].[Pd]. The product is [CH2:1]([O:3][C:4]([C:6]1[S:7][C:8]([S:20][CH3:21])=[C:9]([C:18]#[N:19])[C:10]=1[C:11]1[CH:16]=[CH:15][C:14]([N:22]2[CH2:27][CH2:26][O:25][CH2:24][CH2:23]2)=[CH:13][CH:12]=1)=[O:5])[CH3:2]. The yield is 0.490. (4) The reactants are [Cl:1][C:2]1[N:11]=[C:10](Cl)[C:9]2[CH2:8][CH2:7][CH2:6][CH:5]([C:13]3[CH:18]=[CH:17][C:16]([F:19])=[CH:15][CH:14]=3)[C:4]=2[N:3]=1.[CH3:20][NH:21][CH3:22]. The catalyst is CO. The product is [Cl:1][C:2]1[N:11]=[C:10]([N:21]([CH3:22])[CH3:20])[C:9]2[CH2:8][CH2:7][CH2:6][CH:5]([C:13]3[CH:18]=[CH:17][C:16]([F:19])=[CH:15][CH:14]=3)[C:4]=2[N:3]=1. The yield is 1.00.